This data is from Forward reaction prediction with 1.9M reactions from USPTO patents (1976-2016). The task is: Predict the product of the given reaction. (1) Given the reactants [S:1]1[C:5]2[CH2:6][N:7]([C:10]([O:12][C:13]([CH3:16])([CH3:15])[CH3:14])=[O:11])[CH2:8][CH2:9][C:4]=2[CH:3]=[CH:2]1.[Br:17]Br.C(N(CC)CC)C.C(OC(OC(C)(C)C)=O)(OC(C)(C)C)=O, predict the reaction product. The product is: [Br:17][C:2]1[S:1][C:5]2[CH2:6][N:7]([C:10]([O:12][C:13]([CH3:16])([CH3:15])[CH3:14])=[O:11])[CH2:8][CH2:9][C:4]=2[CH:3]=1. (2) Given the reactants [C:1]1([C:7](=[O:12])[C:8]([O:10]C)=O)[CH:6]=[CH:5][CH:4]=[CH:3][CH:2]=1.[NH:13]1[CH2:18][CH2:17][CH2:16][CH2:15][CH2:14]1, predict the reaction product. The product is: [C:1]1([C:7](=[O:12])[C:8]([N:13]2[CH2:18][CH2:17][CH2:16][CH2:15][CH2:14]2)=[O:10])[CH:2]=[CH:3][CH:4]=[CH:5][CH:6]=1.